Dataset: NCI-60 drug combinations with 297,098 pairs across 59 cell lines. Task: Regression. Given two drug SMILES strings and cell line genomic features, predict the synergy score measuring deviation from expected non-interaction effect. Drug 1: CC1C(C(CC(O1)OC2CC(CC3=C2C(=C4C(=C3O)C(=O)C5=C(C4=O)C(=CC=C5)OC)O)(C(=O)CO)O)N)O.Cl. Drug 2: CC12CCC3C(C1CCC2OP(=O)(O)O)CCC4=C3C=CC(=C4)OC(=O)N(CCCl)CCCl.[Na+]. Cell line: SK-MEL-5. Synergy scores: CSS=41.5, Synergy_ZIP=-5.15, Synergy_Bliss=-1.05, Synergy_Loewe=2.63, Synergy_HSA=2.73.